From a dataset of Full USPTO retrosynthesis dataset with 1.9M reactions from patents (1976-2016). Predict the reactants needed to synthesize the given product. (1) The reactants are: FC(F)(F)[C:3]([C:5]1[C:13]2[C:8](=[C:9]([O:14][C:15]([F:18])([F:17])[F:16])[CH:10]=[CH:11][CH:12]=2)[N:7]([CH2:19][CH2:20][O:21][CH2:22][CH2:23][OH:24])[CH:6]=1)=[O:4].FC(F)(F)C(C1C2C(=C(OC(F)(F)F)C=CC=2)N(CCOCCOC(=O)C(F)(F)F)C=1)=[O:30]. Given the product [OH:24][CH2:23][CH2:22][O:21][CH2:20][CH2:19][N:7]1[C:8]2[C:13](=[CH:12][CH:11]=[CH:10][C:9]=2[O:14][C:15]([F:18])([F:17])[F:16])[C:5]([C:3]([OH:30])=[O:4])=[CH:6]1, predict the reactants needed to synthesize it. (2) Given the product [C:20]([C:22]1[CH:23]=[C:24]([S:29]([NH:32][C:33]2[S:37][N:36]=[CH:35][N:34]=2)(=[O:31])=[O:30])[CH:25]=[CH:26][C:27]=1[O:13][C:12]1[CH:11]=[CH:10][C:9]([C:14]2[CH:19]=[CH:18][CH:17]=[CH:16][CH:15]=2)=[CH:8][C:7]=1[C:4]1[CH:5]=[CH:6][N:1]=[N:2][CH:3]=1)#[N:21], predict the reactants needed to synthesize it. The reactants are: [N:1]1[CH:6]=[CH:5][C:4]([C:7]2[CH:8]=[C:9]([C:14]3[CH:19]=[CH:18][CH:17]=[CH:16][CH:15]=3)[CH:10]=[CH:11][C:12]=2[OH:13])=[CH:3][N:2]=1.[C:20]([C:22]1[CH:23]=[C:24]([S:29]([NH:32][C:33]2[S:37][N:36]=[CH:35][N:34]=2)(=[O:31])=[O:30])[CH:25]=[CH:26][C:27]=1F)#[N:21].C(=O)([O-])[O-].[K+].[K+]. (3) Given the product [Cl-:17].[CH3:1][C:2]1[N:6]=[C:5]([C@H:7]([NH3+:9])[CH3:8])[O:4][N:3]=1, predict the reactants needed to synthesize it. The reactants are: [CH3:1][C:2]1[N:6]=[C:5]([C@H:7]([NH:9]C(=O)OC(C)(C)C)[CH3:8])[O:4][N:3]=1.[ClH:17].COC1CCCC1. (4) The reactants are: C[O:2][C:3]([C:5]1[CH:6]=[CH:7][C:8]2[O:13][CH2:12][C:11](=[O:14])[NH:10][C:9]=2[CH:15]=1)=[O:4].[Li+].[OH-]. Given the product [O:14]=[C:11]1[NH:10][C:9]2[CH:15]=[C:5]([C:3]([OH:4])=[O:2])[CH:6]=[CH:7][C:8]=2[O:13][CH2:12]1, predict the reactants needed to synthesize it.